This data is from Full USPTO retrosynthesis dataset with 1.9M reactions from patents (1976-2016). The task is: Predict the reactants needed to synthesize the given product. (1) Given the product [CH2:12]([O:19][C:20]1[CH:25]=[CH:24][CH:23]=[CH:22][C:21]=1[CH:32]([C:31]1[CH:34]=[CH:35][C:28]([Br:27])=[CH:29][CH:30]=1)[OH:33])[C:13]1[CH:18]=[CH:17][CH:16]=[CH:15][CH:14]=1, predict the reactants needed to synthesize it. The reactants are: CCCCCC.C([Li])CCC.[CH2:12]([O:19][C:20]1[CH:25]=[CH:24][CH:23]=[CH:22][C:21]=1Br)[C:13]1[CH:18]=[CH:17][CH:16]=[CH:15][CH:14]=1.[Br:27][C:28]1[CH:35]=[CH:34][C:31]([CH:32]=[O:33])=[CH:30][CH:29]=1.[Cl-].[NH4+]. (2) Given the product [CH3:1][O:2][C:3]1[CH:4]=[CH:5][C:6]([CH2:7][C:8]2[CH:9]=[C:10]3[C:15](=[C:16]4[CH:21]=[CH:20][CH:19]=[CH:18][C:17]=24)[N:14]=[CH:13][N:12]([C:26]2[CH:27]=[N:28][CH:29]=[CH:30][CH:31]=2)[C:11]3=[O:22])=[CH:23][CH:24]=1, predict the reactants needed to synthesize it. The reactants are: [CH3:1][O:2][C:3]1[CH:24]=[CH:23][C:6]([CH2:7][C:8]2[CH:9]=[C:10]3[C:15](=[C:16]4[CH:21]=[CH:20][CH:19]=[CH:18][C:17]=24)[N:14]=[CH:13][NH:12][C:11]3=[O:22])=[CH:5][CH:4]=1.I[C:26]1[CH:27]=[N:28][CH:29]=[CH:30][CH:31]=1.C(=O)([O-])[O-].[Cs+].[Cs+].CN[C@@H]1CCCC[C@H]1NC. (3) The reactants are: Cl[Sn]Cl.C1(S)C=CC=CC=1.C1(N(C2C=CC=CC=2)C2C=CC=CC=2)C=CC=CC=1.[N:30]([C:33]1[C:34]2[CH2:35][CH2:36][N:37]([CH3:62])[C@@H:38]([C@@H:48]3[C:56]4[C:51](=[C:52]([O:59][CH3:60])[C:53]([O:57][CH3:58])=[CH:54][CH:55]=4)[C:50](=[O:61])[O:49]3)[C:39]=2[C:40]([O:46][CH3:47])=[C:41]2[O:45][CH2:44][O:43][C:42]=12)=[N+]=[N-]. Given the product [CH3:62][N:37]1[C@@H:38]([C@H:48]2[O:49][C:50](=[O:61])[C:51]3[C:52]([O:59][CH3:60])=[C:53]([O:57][CH3:58])[CH:54]=[CH:55][C:56]2=3)[C:39]2[C:40]([O:46][CH3:47])=[C:41]3[O:45][CH2:44][O:43][C:42]3=[C:33]([NH2:30])[C:34]=2[CH2:35][CH2:36]1, predict the reactants needed to synthesize it. (4) Given the product [CH3:1][O:2][C:3]1[CH:4]=[CH:5][C:6]([CH2:7][N:8]([CH2:37][C:38]2[CH:39]=[CH:40][C:41]([O:44][CH3:45])=[CH:42][CH:43]=2)[C:9]2[N:14]=[C:13]([CH3:15])[N:12]=[C:11]([C:16]3[C:17]([NH:22][C:23]4[CH:24]=[CH:25][C:26]([NH2:29])=[N:27][CH:28]=4)=[N:18][CH:19]=[CH:20][CH:21]=3)[N:10]=2)=[CH:46][CH:47]=1, predict the reactants needed to synthesize it. The reactants are: [CH3:1][O:2][C:3]1[CH:47]=[CH:46][C:6]([CH2:7][N:8]([CH2:37][C:38]2[CH:43]=[CH:42][C:41]([O:44][CH3:45])=[CH:40][CH:39]=2)[C:9]2[N:14]=[C:13]([CH3:15])[N:12]=[C:11]([C:16]3[C:17]([NH:22][C:23]4[CH:24]=[CH:25][C:26]([NH:29]C(=O)OC(C)(C)C)=[N:27][CH:28]=4)=[N:18][CH:19]=[CH:20][CH:21]=3)[N:10]=2)=[CH:5][CH:4]=1.C(O)(C(F)(F)F)=O.